The task is: Regression. Given a peptide amino acid sequence and an MHC pseudo amino acid sequence, predict their binding affinity value. This is MHC class II binding data.. This data is from Peptide-MHC class II binding affinity with 134,281 pairs from IEDB. (1) The peptide sequence is KKIGESSSSSVTEGERT. The MHC is HLA-DQA10501-DQB10302 with pseudo-sequence HLA-DQA10501-DQB10302. The binding affinity (normalized) is 0.331. (2) The peptide sequence is VTKTSGSAASMVNGV. The MHC is DRB4_0103 with pseudo-sequence DRB4_0103. The binding affinity (normalized) is 0. (3) The peptide sequence is EICEVVLAKSPDTTC. The MHC is DRB4_0101 with pseudo-sequence DRB4_0103. The binding affinity (normalized) is 0.628. (4) The peptide sequence is EKKYYAATQFEPLAA. The MHC is HLA-DQA10101-DQB10501 with pseudo-sequence HLA-DQA10101-DQB10501. The binding affinity (normalized) is 0.376. (5) The peptide sequence is TATELNNALQNLART. The MHC is HLA-DQA10501-DQB10301 with pseudo-sequence HLA-DQA10501-DQB10301. The binding affinity (normalized) is 0.341. (6) The peptide sequence is LQTNPKLSNLTLNNIET. The MHC is DRB1_0301 with pseudo-sequence DRB1_0301. The binding affinity (normalized) is 0. (7) The peptide sequence is IKLVKSSRPDCSEIP. The MHC is DRB1_1101 with pseudo-sequence DRB1_1101. The binding affinity (normalized) is 0.0790.